Dataset: Reaction yield outcomes from USPTO patents with 853,638 reactions. Task: Predict the reaction yield, written as a fraction of the theoretical maximum amount of product (1.0 means a 100% yield; for example, 0.34 means a 34% yield). (1) The reactants are Cl[C:2]1[CH:3]=[C:4]([CH:24]=[C:25]([O:28][CH3:29])[C:26]=1[OH:27])/[CH:5]=[C:6]1/[C:7](=[O:23])[N:8]2[C:13]([C:14]3[CH:22]=[CH:21][C:17]([C:18](O)=[O:19])=[CH:16][CH:15]=3)=[CH:12][N:11]=[C:9]2[S:10]/1.[ClH:30].[F:31][CH:32]1[CH2:35][NH:34][CH2:33]1. No catalyst specified. The product is [Cl:30][C:2]1[CH:3]=[C:4](/[CH:5]=[C:6]2/[C:7](=[O:23])[N:11]3[CH:12]=[C:13]([C:14]4[CH:15]=[CH:16][C:17]([C:18]([N:34]5[CH2:35][CH:32]([F:31])[CH2:33]5)=[O:19])=[CH:21][CH:22]=4)[N:8]=[C:9]3[S:10]/2)[CH:24]=[C:25]([O:28][CH3:29])[C:26]=1[OH:27]. The yield is 0.330. (2) The reactants are [C:1](Cl)(Cl)=[O:2].[Cl:5][C:6]1[CH:11]=[CH:10][C:9]([CH:12]2[CH:16]([C:17]3[CH:22]=[CH:21][C:20]([Cl:23])=[CH:19][CH:18]=3)[NH:15][C:14]([C:24]3[CH:29]=[CH:28][C:27]([N:30]([CH3:32])[CH3:31])=[CH:26][C:25]=3[O:33][CH2:34][CH3:35])=[N:13]2)=[CH:8][CH:7]=1.C(N(CC)CC)C.[NH:43]1[CH2:48][CH2:47][NH:46][CH2:45][CH2:44]1. The catalyst is C1COCC1.C(Cl)Cl.C(=O)(O)[O-].[Na+]. The product is [Cl:5][C:6]1[CH:7]=[CH:8][C:9]([CH:12]2[CH:16]([C:17]3[CH:18]=[CH:19][C:20]([Cl:23])=[CH:21][CH:22]=3)[N:15]([C:1]([N:43]3[CH2:48][CH2:47][NH:46][CH2:45][CH2:44]3)=[O:2])[C:14]([C:24]3[CH:29]=[CH:28][C:27]([N:30]([CH3:31])[CH3:32])=[CH:26][C:25]=3[O:33][CH2:34][CH3:35])=[N:13]2)=[CH:10][CH:11]=1. The yield is 0.660.